Dataset: Reaction yield outcomes from USPTO patents with 853,638 reactions. Task: Predict the reaction yield, written as a fraction of the theoretical maximum amount of product (1.0 means a 100% yield; for example, 0.34 means a 34% yield). (1) The product is [S:33]1[CH:34]=[C:30]([CH2:29][N:1]2[CH:5]=[C:4]([NH:6][C:7]([C:9]3[C:17]4[C:12](=[CH:13][C:14]([Br:18])=[CH:15][CH:16]=4)[N:11]([CH2:19][O:20][CH2:21][CH2:22][Si:23]([CH3:26])([CH3:25])[CH3:24])[N:10]=3)=[O:8])[CH:3]=[N:2]2)[N:31]=[CH:32]1. The yield is 0.480. The catalyst is CN(C)C=O.CCOC(C)=O. The reactants are [NH:1]1[CH:5]=[C:4]([NH:6][C:7]([C:9]2[C:17]3[C:12](=[CH:13][C:14]([Br:18])=[CH:15][CH:16]=3)[N:11]([CH2:19][O:20][CH2:21][CH2:22][Si:23]([CH3:26])([CH3:25])[CH3:24])[N:10]=2)=[O:8])[CH:3]=[N:2]1.Cl.Cl[CH2:29][C:30]1[N:31]=[CH:32][S:33][CH:34]=1.C(=O)([O-])[O-].[Cs+].[Cs+].[Cl-]. (2) The reactants are Br[C:2]1[CH:8]=[C:7]([N+:9]([O-:11])=[O:10])[C:5]([NH2:6])=[C:4]([CH3:12])[CH:3]=1.CC1(C)C(C)(C)OB([C:21]2[CH2:22][CH2:23][N:24]([C:27]([O:29][C:30]([CH3:33])([CH3:32])[CH3:31])=[O:28])[CH2:25][CH:26]=2)O1.O1CCOCC1.C(=O)([O-])[O-].[K+].[K+]. The catalyst is O.C1C=CC(P(C2C=CC=CC=2)[C-]2C=CC=C2)=CC=1.C1C=CC(P(C2C=CC=CC=2)[C-]2C=CC=C2)=CC=1.Cl[Pd]Cl.[Fe+2].CCOC(C)=O. The product is [NH2:6][C:5]1[C:7]([N+:9]([O-:11])=[O:10])=[CH:8][C:2]([C:21]2[CH2:26][CH2:25][N:24]([C:27]([O:29][C:30]([CH3:33])([CH3:32])[CH3:31])=[O:28])[CH2:23][CH:22]=2)=[CH:3][C:4]=1[CH3:12]. The yield is 0.700. (3) The reactants are [NH2:1][C:2]1[CH:11]=[CH:10][CH:9]=[C:8]2[C:3]=1[CH:4]=[CH:5][N:6]=[CH:7]2.[N:12]([O-])=O.[Na+].O=[C:17]([CH2:21][CH2:22][CH:23]=[CH2:24])[CH2:18][C:19]#[N:20].O.[NH2:26][NH2:27]. The catalyst is S(=O)(=O)(O)O.C(O)(=O)C.O.C(O)C. The yield is 0.220. The product is [CH2:21]([C:17]1[C:18](=[N:12][NH:1][C:2]2[CH:11]=[CH:10][CH:9]=[C:8]3[C:3]=2[CH:4]=[CH:5][N:6]=[CH:7]3)[C:19]([NH2:20])=[N:26][N:27]=1)[CH2:22][CH:23]=[CH2:24].